From a dataset of Forward reaction prediction with 1.9M reactions from USPTO patents (1976-2016). Predict the product of the given reaction. (1) Given the reactants [Cl:1][C:2]1[C:11]2[C:6](=[CH:7][CH:8]=[CH:9][C:10]=2[O:12][CH:13]2[CH2:18][CH2:17][N:16]([CH3:19])[CH2:15][CH2:14]2)[N:5]=[CH:4][N:3]=1.[Cl:20][C:21]1[CH:22]=[C:23]([CH:25]=[CH:26][C:27]=1[N:28]([CH3:35])[C:29]1[CH:34]=[CH:33][CH:32]=[CH:31][N:30]=1)[NH2:24], predict the reaction product. The product is: [ClH:1].[Cl:20][C:21]1[CH:22]=[C:23]([CH:25]=[CH:26][C:27]=1[N:28]([CH3:35])[C:29]1[CH:34]=[CH:33][CH:32]=[CH:31][N:30]=1)[NH:24][C:4]1[N:3]=[CH:2][C:11]2[C:6](=[CH:7][CH:8]=[CH:9][C:10]=2[O:12][CH:13]2[CH2:18][CH2:17][N:16]([CH3:19])[CH2:15][CH2:14]2)[N:5]=1. (2) Given the reactants [CH3:1][O:2][C:3]1[CH:8]=[CH:7][C:6]([C:9](F)(F)F)=[CH:5][C:4]=1[NH:13][C:14]([NH:16][C:17]1[CH:22]=[CH:21][C:20](F)=[CH:19][CH:18]=1)=[O:15].F[C:25]1[CH:31]=CC(N)=C[CH:26]=1.[CH3:32]OC1C=CC(C(F)(F)F)=CC=1N=C=O, predict the reaction product. The product is: [CH3:1][O:2][C:3]1[C:4]([NH:13][C:14]([NH:16][C:17]2[CH:22]=[CH:21][C:20]([CH3:32])=[CH:19][CH:18]=2)=[O:15])=[CH:5][C:6]2[C:7]([CH:8]=1)=[CH:31][CH:25]=[CH:26][CH:9]=2. (3) Given the reactants C(C1C=CC=C2C=1N=C(C1(C3C=CC=CC=3)CC1)C(O)=[C:8]2[C:23]([OH:25])=[O:24])C.[CH3:26][C:27]1[CH:28]=[C:29]2[C:33](=[CH:34][CH:35]=1)[NH:32][C:31](=O)[C:30]2=[O:37].C(OCC([C:45]1([C:48]2[CH:53]=[CH:52][C:51]([Cl:54])=[CH:50][CH:49]=2)[CH2:47][CH2:46]1)=O)(=O)C, predict the reaction product. The product is: [Cl:54][C:51]1[CH:50]=[CH:49][C:48]([C:45]2([C:31]3[C:30]([OH:37])=[C:8]([C:23]([OH:25])=[O:24])[C:29]4[C:33](=[CH:34][CH:35]=[C:27]([CH3:26])[CH:28]=4)[N:32]=3)[CH2:46][CH2:47]2)=[CH:53][CH:52]=1. (4) Given the reactants [C:1]([C:3]1[CH:39]=[CH:38][C:6]2[NH:7][C:8]([C:10]([C:19]3[C:27]([O:28][CH3:29])=[CH:26][C:25]([CH3:30])=[C:24]4[C:20]=3[CH:21]=[CH:22][N:23]4C(OC(C)(C)C)=O)([NH:15][CH2:16][CH2:17][OH:18])[C:11]([F:14])([F:13])[F:12])=[N:9][C:5]=2[CH:4]=1)#[N:2].C([O-])([O-])=O.[Cs+].[Cs+], predict the reaction product. The product is: [F:13][C:11]([F:12])([F:14])[C:10]([C:8]1[NH:7][C:6]2[CH:38]=[CH:39][C:3]([C:1]#[N:2])=[CH:4][C:5]=2[N:9]=1)([NH:15][CH2:16][CH2:17][OH:18])[C:19]1[C:27]([O:28][CH3:29])=[CH:26][C:25]([CH3:30])=[C:24]2[C:20]=1[CH:21]=[CH:22][NH:23]2.